Task: Predict the reactants needed to synthesize the given product.. Dataset: Full USPTO retrosynthesis dataset with 1.9M reactions from patents (1976-2016) (1) Given the product [NH2:20][C:11]1[C:10]2[N:9]=[C:8]([CH2:21][CH2:22][O:23][CH3:24])[N:7]([CH2:6][CH2:5][O:4][CH2:3][CH2:2][NH:1][C:32](=[O:39])[C:33]3[CH:38]=[CH:37][CH:36]=[CH:35][CH:34]=3)[C:19]=2[C:18]2[CH2:17][CH2:16][CH2:15][CH2:14][C:13]=2[N:12]=1, predict the reactants needed to synthesize it. The reactants are: [NH2:1][CH2:2][CH2:3][O:4][CH2:5][CH2:6][N:7]1[C:19]2[C:18]3[CH2:17][CH2:16][CH2:15][CH2:14][C:13]=3[N:12]=[C:11]([NH2:20])[C:10]=2[N:9]=[C:8]1[CH2:21][CH2:22][O:23][CH3:24].CCN(CC)CC.[C:32](Cl)(=[O:39])[C:33]1[CH:38]=[CH:37][CH:36]=[CH:35][CH:34]=1.CCOCC. (2) Given the product [CH2:34]([N:22]1[CH:23]=[C:24]([C:26]2[CH:31]=[CH:30][C:29]([Cl:32])=[CH:28][C:27]=2[Cl:33])[N:25]=[C:21]1[C@@H:20]([NH:38][C:43]([CH:40]1[CH2:42][CH2:41]1)=[O:44])[CH2:19][C:16]1[CH:15]=[CH:14][C:13]([O:12][CH2:11][C:8]2[CH:9]=[CH:10][C:5]([C:4]([OH:3])=[O:39])=[CH:6][CH:7]=2)=[CH:18][CH:17]=1)[CH2:35][CH2:36][CH3:37], predict the reactants needed to synthesize it. The reactants are: Cl.C[O:3][C:4](=[O:39])[C:5]1[CH:10]=[CH:9][C:8]([CH2:11][O:12][C:13]2[CH:18]=[CH:17][C:16]([CH2:19][C@H:20]([NH2:38])[C:21]3[N:22]([CH2:34][CH2:35][CH2:36][CH3:37])[CH:23]=[C:24]([C:26]4[CH:31]=[CH:30][C:29]([Cl:32])=[CH:28][C:27]=4[Cl:33])[N:25]=3)=[CH:15][CH:14]=2)=[CH:7][CH:6]=1.[CH:40]1([C:43](O)=[O:44])[CH2:42][CH2:41]1. (3) Given the product [CH:1]1([NH:4][C:5]([C:7]2[N:8]=[N:9][N:10]([C:21]3[CH:22]=[CH:23][C:24]([C:27]([NH:29][CH2:30][CH3:31])=[O:28])=[CH:25][CH:26]=3)[C:11]=2/[CH:12]=[CH:58]/[C:54]2[N:53]([C:34]([C:35]3[CH:40]=[CH:39][CH:38]=[CH:37][CH:36]=3)([C:41]3[CH:42]=[CH:43][CH:44]=[CH:45][CH:46]=3)[C:47]3[CH:52]=[CH:51][CH:50]=[CH:49][CH:48]=3)[CH:57]=[CH:56][N:55]=2)=[O:6])[CH2:2][CH2:3]1, predict the reactants needed to synthesize it. The reactants are: [CH:1]1([NH:4][C:5]([C:7]2[N:8]=[N:9][N:10]([C:21]3[CH:26]=[CH:25][C:24]([C:27]([NH:29][CH2:30][CH3:31])=[O:28])=[CH:23][CH:22]=3)[C:11]=2[CH2:12]P(OCC)(OCC)=O)=[O:6])[CH2:3][CH2:2]1.[H-].[Na+].[C:34]([N:53]1[CH:57]=[CH:56][N:55]=[C:54]1[CH:58]=O)([C:47]1[CH:52]=[CH:51][CH:50]=[CH:49][CH:48]=1)([C:41]1[CH:46]=[CH:45][CH:44]=[CH:43][CH:42]=1)[C:35]1[CH:40]=[CH:39][CH:38]=[CH:37][CH:36]=1.O. (4) Given the product [Cl:8][C:9]1[N:10]=[C:11]([S:18][CH3:19])[N:12]=[C:13]([S:22][CH2:21][C:20]([O:24][CH2:25][CH3:26])=[O:23])[C:14]=1[C:15]#[N:16], predict the reactants needed to synthesize it. The reactants are: C(N(CC)CC)C.[Cl:8][C:9]1[C:14]([C:15]#[N:16])=[C:13](Cl)[N:12]=[C:11]([S:18][CH3:19])[N:10]=1.[C:20]([O:24][CH2:25][CH3:26])(=[O:23])[CH2:21][SH:22].